From a dataset of Reaction yield outcomes from USPTO patents with 853,638 reactions. Predict the reaction yield, written as a fraction of the theoretical maximum amount of product (1.0 means a 100% yield; for example, 0.34 means a 34% yield). The reactants are [Si]([O:8][CH2:9][CH2:10][CH2:11][O:12][C:13]1[CH:14]=[C:15]([F:50])[CH:16]=[C:17]2[C:22]=1[N:21]=[C:20]([C:23]1[N:27]3[CH:28]=[C:29]([C@@H:32]([N:37]4[CH2:41][CH2:40][C@H:39]([NH:42]C(=O)OC(C)(C)C)[CH2:38]4)[C:33]([F:36])([F:35])[F:34])[CH:30]=[CH:31][C:26]3=[N:25][N:24]=1)[CH:19]=[CH:18]2)(C(C)(C)C)(C)C.[Cl:51]CCl. The catalyst is FC(F)(F)C(O)=O. The product is [ClH:51].[ClH:51].[NH2:42][C@H:39]1[CH2:40][CH2:41][N:37]([C@H:32]([C:29]2[CH:30]=[CH:31][C:26]3[N:27]([C:23]([C:20]4[CH:19]=[CH:18][C:17]5[C:22](=[C:13]([O:12][CH2:11][CH2:10][CH2:9][OH:8])[CH:14]=[C:15]([F:50])[CH:16]=5)[N:21]=4)=[N:24][N:25]=3)[CH:28]=2)[C:33]([F:35])([F:34])[F:36])[CH2:38]1. The yield is 0.840.